Dataset: Full USPTO retrosynthesis dataset with 1.9M reactions from patents (1976-2016). Task: Predict the reactants needed to synthesize the given product. (1) Given the product [C:13]1([C:32]2[CH:33]=[CH:34][CH:35]=[CH:36][CH:37]=2)[CH:14]=[CH:15][C:16]([CH2:19][C@H:20]2[N:24]([C:25](=[O:30])[C:26]([CH3:28])([CH3:29])[CH3:27])[C:23](=[O:31])[C@H:22]([CH3:1])[CH2:21]2)=[CH:17][CH:18]=1, predict the reactants needed to synthesize it. The reactants are: [CH2:1]([Li])CCC.C(NC(C)C)(C)C.[C:13]1([C:32]2[CH:37]=[CH:36][CH:35]=[CH:34][CH:33]=2)[CH:18]=[CH:17][C:16]([CH2:19][C@H:20]2[N:24]([C:25](=[O:30])[C:26]([CH3:29])([CH3:28])[CH3:27])[C:23](=[O:31])[CH2:22][CH2:21]2)=[CH:15][CH:14]=1.COS(OC)(=O)=O. (2) Given the product [CH3:32][O:31][C:30]1[C:15]2[C:14]([NH:13][C@@H:10]3[CH2:11][CH2:12][NH:8][CH2:9]3)=[N:19][C:18]([C:20]3[CH:25]=[CH:24][N:23]=[C:22]([NH:46][C:43]4[CH:44]=[N:45][C:40]([N:37]5[CH2:38][CH2:39][N:34]([CH3:33])[CH2:35][CH2:36]5)=[CH:41][CH:42]=4)[CH:21]=3)=[N:17][C:16]=2[CH:27]=[N:28][CH:29]=1, predict the reactants needed to synthesize it. The reactants are: C(OC([N:8]1[CH2:12][CH2:11][C@@H:10]([NH:13][C:14]2[C:15]3[C:30]([O:31][CH3:32])=[CH:29][N:28]=[CH:27][C:16]=3[N:17]=[C:18]([C:20]3[CH:25]=[CH:24][N:23]=[C:22](Cl)[CH:21]=3)[N:19]=2)[CH2:9]1)=O)(C)(C)C.[CH3:33][N:34]1[CH2:39][CH2:38][N:37]([C:40]2[N:45]=[CH:44][C:43]([NH2:46])=[CH:42][CH:41]=2)[CH2:36][CH2:35]1. (3) Given the product [Cl:21][C:22]1[CH:27]=[CH:26][CH:25]=[C:24]([Cl:28])[C:23]=1[C:29]1[CH:30]=[N:1][C:2]2[C:3]([C:12]=1[C:14]1[CH:15]=[C:16]([OH:20])[CH:17]=[CH:18][CH:19]=1)=[CH:4][CH:5]=[CH:6][C:7]=2[C:8]([F:11])([F:10])[F:9], predict the reactants needed to synthesize it. The reactants are: [NH2:1][C:2]1[C:7]([C:8]([F:11])([F:10])[F:9])=[CH:6][CH:5]=[CH:4][C:3]=1[C:12]([C:14]1[CH:19]=[CH:18][CH:17]=[C:16]([OH:20])[CH:15]=1)=O.[Cl:21][C:22]1[CH:27]=[CH:26][CH:25]=[C:24]([Cl:28])[C:23]=1[CH2:29][CH:30]=O. (4) Given the product [CH3:31][C:30]([CH3:33])([CH3:32])[C:29](=[O:34])[O:35][CH2:36][O:2][P:1]([O:38][CH2:36][O:35][C:29](=[O:34])[C:30]([CH3:33])([CH3:32])[CH3:31])([O:3][C:4]1[CH:5]=[CH:6][C:7](/[C:10](/[CH3:26])=[CH:11]/[C:12]([O:14][C:15]2[C:16]([Cl:25])=[C:17]([Cl:24])[C:18]([Cl:23])=[C:19]([Cl:22])[C:20]=2[Cl:21])=[O:13])=[CH:8][CH:9]=1)=[O:27], predict the reactants needed to synthesize it. The reactants are: [PH2:1]([O:3][C:4]1[CH:9]=[CH:8][C:7](/[C:10](/[CH3:26])=[CH:11]/[C:12]([O:14][C:15]2[C:20]([Cl:21])=[C:19]([Cl:22])[C:18]([Cl:23])=[C:17]([Cl:24])[C:16]=2[Cl:25])=[O:13])=[CH:6][CH:5]=1)=[O:2].[OH-:27].[Na+].[C:29]([O:35][CH2:36]I)(=[O:34])[C:30]([CH3:33])([CH3:32])[CH3:31].[OH2:38]. (5) Given the product [CH3:13][N:4]1[C:3](=[O:14])[C@@:2]2([CH3:1])[C:9]([CH3:10])([CH3:11])[C@:6]([C:33]([OH:35])=[O:34])([CH2:7][CH2:8]2)[C:5]1=[O:12], predict the reactants needed to synthesize it. The reactants are: [CH3:1][C@:2]12[C:9]([CH3:11])([CH3:10])[CH:6]([CH2:7][CH2:8]1)[C:5](=[O:12])[N:4]([CH3:13])[C:3]2=[O:14].N[C@H](C(O)=O)C[SeH].[Li]CCCC.C1CCCCC1.[C:33](=[O:35])=[O:34]. (6) Given the product [Cl:20][C:15]1[CH:14]=[C:13]([CH:18]=[CH:17][C:16]=1[Cl:19])[CH2:12][N:10]([CH3:11])[CH2:9][CH2:8][CH:7]([NH:6][C:4](=[O:5])[CH2:3][S:31][C:23]1[S:24][C:25]2[C:30]([N:22]=1)=[CH:29][CH:28]=[CH:27][N:26]=2)[CH3:21], predict the reactants needed to synthesize it. The reactants are: Br.Br[CH2:3][C:4]([NH:6][CH:7]([CH3:21])[CH2:8][CH2:9][N:10]([CH2:12][C:13]1[CH:18]=[CH:17][C:16]([Cl:19])=[C:15]([Cl:20])[CH:14]=1)[CH3:11])=[O:5].[N:22]1[C:30]2[C:25](=[N:26][CH:27]=[CH:28][CH:29]=2)[S:24][C:23]=1[SH:31]. (7) Given the product [N:34]1([C:40]([N:42]2[CH2:47][CH:46]([C:48]3[CH:53]=[CH:52][C:51]([C:54]([F:57])([F:55])[F:56])=[CH:50][CH:49]=3)[CH2:45][CH:44](/[CH:58]=[CH:9]/[C:10]3[CH:11]=[CH:12][N:13]=[CH:14][CH:15]=3)[CH2:43]2)=[O:41])[CH2:39][CH2:38][O:37][CH2:36][CH2:35]1, predict the reactants needed to synthesize it. The reactants are: [Cl-].C1([P+](C2C=CC=CC=2)(C2C=CC=CC=2)[CH2:9][C:10]2[CH:15]=[CH:14][N:13]=[CH:12][CH:11]=2)C=CC=CC=1.CC(C)([O-])C.[K+].[N:34]1([C:40]([N:42]2[CH2:47][CH:46]([C:48]3[CH:53]=[CH:52][CH:51]([C:54]([F:57])([F:56])[F:55])[CH2:50][CH:49]=3)[CH2:45][CH:44]([CH:58]=O)[CH2:43]2)=[O:41])[CH2:39][CH2:38][O:37][CH2:36][CH2:35]1.[Cl-].[NH4+].